From a dataset of Full USPTO retrosynthesis dataset with 1.9M reactions from patents (1976-2016). Predict the reactants needed to synthesize the given product. Given the product [O:1]1[C@H:5]2[O:6][CH2:7][CH2:8][C@H:4]2[C@@H:3]([OH:9])[CH2:2]1.[O:1]1[C@H:5]2[O:6][CH2:7][CH2:8][C@H:4]2[C@@H:3]([OH:9])[CH2:2]1.[O:1]1[C@H:5]2[O:6][CH2:7][CH2:8][C@H:4]2[C@H:3]([OH:9])[CH2:2]1, predict the reactants needed to synthesize it. The reactants are: [O:1]1[C@H:5]2[O:6][CH2:7][CH2:8][C@H:4]2[C:3](=[O:9])[CH2:2]1.B.[Na].[Cl-].[NH4+].